From a dataset of Reaction yield outcomes from USPTO patents with 853,638 reactions. Predict the reaction yield, written as a fraction of the theoretical maximum amount of product (1.0 means a 100% yield; for example, 0.34 means a 34% yield). (1) The reactants are Cl[C:2]1[N:3]=[CH:4][C:5]2[CH:11]=[CH:10][C:9]([C:12]3[CH:13]=[N:14][N:15]([CH3:17])[CH:16]=3)=[N:8][C:6]=2[N:7]=1.[CH3:18][N:19]1[C:23]([C:24]2[CH:30]=[CH:29][C:27]([NH2:28])=[C:26]([O:31][CH3:32])[CH:25]=2)=[CH:22][N:21]=[C:20]1[CH3:33].C([O-])([O-])=O.[K+].[K+]. The catalyst is CN(C=O)C.CC([O-])=O.CC([O-])=O.[Pd+2]. The product is [CH3:18][N:19]1[C:23]([C:24]2[CH:30]=[CH:29][C:27]([NH:28][C:2]3[N:3]=[CH:4][C:5]4[CH:11]=[CH:10][C:9]([C:12]5[CH:13]=[N:14][N:15]([CH3:17])[CH:16]=5)=[N:8][C:6]=4[N:7]=3)=[C:26]([O:31][CH3:32])[CH:25]=2)=[CH:22][N:21]=[C:20]1[CH3:33]. The yield is 0.310. (2) The reactants are [Cl:1][C:2]1[C:3]([CH:9]=O)=[N:4][CH:5]=[C:6]([Cl:8])[N:7]=1.[CH2:11]([NH:18][CH2:19][CH2:20][OH:21])[C:12]1[CH:17]=[CH:16][CH:15]=[CH:14][CH:13]=1.C(O[BH-](OC(=O)C)OC(=O)C)(=O)C.[Na+].C(=O)([O-])O.[Na+]. The catalyst is C1COCC1.C(OCC)(=O)C.C(O)(=O)C. The product is [CH2:11]([N:18]([CH2:9][C:3]1[C:2]([Cl:1])=[N:7][C:6]([Cl:8])=[CH:5][N:4]=1)[CH2:19][CH2:20][OH:21])[C:12]1[CH:17]=[CH:16][CH:15]=[CH:14][CH:13]=1. The yield is 0.700. (3) The reactants are [CH3:1][N:2]1[CH2:7][CH2:6][CH:5]([OH:8])[CH2:4][CH2:3]1.[H-].[Na+].[Br:11][C:12]1[CH:17]=[CH:16][CH:15]=[C:14]([F:18])[C:13]=1F. The catalyst is CN(C=O)C. The product is [Br:11][C:12]1[CH:17]=[CH:16][CH:15]=[C:14]([F:18])[C:13]=1[O:8][CH:5]1[CH2:6][CH2:7][N:2]([CH3:1])[CH2:3][CH2:4]1. The yield is 0.540. (4) The catalyst is C(OCC)(=O)C. The reactants are [Cl-].O[NH3+:3].[C:4](=[O:7])([O-])[OH:5].[Na+].CS(C)=O.[C:13]([C:15]1[CH:20]=[CH:19][CH:18]=[CH:17][C:16]=1[C:21]1[CH:26]=[CH:25][C:24]([CH2:27][C:28]2[C:29](=[O:44])[N:30]([CH2:40][C:41]([NH2:43])=[O:42])[C:31]3[N:32]([N:37]=[CH:38][N:39]=3)[C:33]=2[CH2:34][CH2:35][CH3:36])=[CH:23][CH:22]=1)#[N:14]. The yield is 0.420. The product is [O:44]=[C:29]1[C:28]([CH2:27][C:24]2[CH:23]=[CH:22][C:21]([C:16]3[CH:17]=[CH:18][CH:19]=[CH:20][C:15]=3[C:13]3[NH:3][C:4](=[O:7])[O:5][N:14]=3)=[CH:26][CH:25]=2)=[C:33]([CH2:34][CH2:35][CH3:36])[N:32]2[N:37]=[CH:38][N:39]=[C:31]2[N:30]1[CH2:40][C:41]([NH2:43])=[O:42]. (5) The reactants are Br[CH2:2][O:3][CH3:4].[Br:5][C:6]1[CH:7]=[C:8]([C:12]([CH3:16])([CH3:15])[CH2:13][OH:14])[CH:9]=[CH:10][CH:11]=1. The catalyst is C(Cl)Cl.C(NC(C)C)(C)C. The product is [Br:5][C:6]1[CH:11]=[CH:10][CH:9]=[C:8]([C:12]([CH3:16])([CH3:15])[CH2:13][O:14][CH2:2][O:3][CH3:4])[CH:7]=1. The yield is 0.410. (6) The yield is 0.930. The catalyst is O1CCOCC1. The reactants are [Br:1][C:2]1[S:10][C:9]2[C:8]([C:11]#[N:12])=[CH:7][N:6]=[C:5](Cl)[C:4]=2[CH:3]=1.[NH3:14]. The product is [NH2:14][C:5]1[C:4]2[CH:3]=[C:2]([Br:1])[S:10][C:9]=2[C:8]([C:11]#[N:12])=[CH:7][N:6]=1. (7) The reactants are C([Li])CCC.CCCCCC.C(NC(C)C)(C)C.[C:19]([O:24][CH2:25][CH2:26][Si:27]([CH3:30])([CH3:29])[CH3:28])(=[O:23])[CH:20]([CH3:22])[CH3:21].[N:31]1[CH:36]=[CH:35][C:34]([CH:37]=[O:38])=[CH:33][CH:32]=1.[Cl-].[NH4+]. The catalyst is O1CCCC1. The product is [CH3:21][C:20]([CH3:22])([CH:37]([OH:38])[C:34]1[CH:35]=[CH:36][N:31]=[CH:32][CH:33]=1)[C:19]([O:24][CH2:25][CH2:26][Si:27]([CH3:29])([CH3:28])[CH3:30])=[O:23]. The yield is 0.510. (8) The reactants are Br[C:2]1[S:6][C:5]([NH:7][C:8]([NH:10][C:11]2[CH:16]=[CH:15][C:14]([CH3:17])=[CH:13][C:12]=2[C:18]([CH:20]2[CH2:24][CH2:23][CH2:22][CH2:21]2)=[O:19])=[O:9])=[N:4][CH:3]=1.[CH3:25][N:26]([CH3:35])[CH2:27][CH2:28][N:29]1[C:33]([SH:34])=[N:32][N:31]=[N:30]1. No catalyst specified. The product is [CH:20]1([C:18]([C:12]2[CH:13]=[C:14]([CH3:17])[CH:15]=[CH:16][C:11]=2[NH:10][C:8]([NH:7][C:5]2[S:6][C:2]([S:34][C:33]3[N:29]([CH2:28][CH2:27][N:26]([CH3:35])[CH3:25])[N:30]=[N:31][N:32]=3)=[CH:3][N:4]=2)=[O:9])=[O:19])[CH2:24][CH2:23][CH2:22][CH2:21]1. The yield is 0.250. (9) The reactants are [F:1][C:2]1[CH:3]=[CH:4][C:5](O)=[C:6]([C:8](=O)[CH3:9])[CH:7]=1.CC1C=CC(S([O:22][CH2:23][C@@H:24]2[O:26][CH2:25]2)(=O)=O)=CC=1.C(=O)([O-])[O-:28].[K+].[K+].CN(C)C=O. The catalyst is C(OCC)(=O)C.O. The product is [F:1][C:2]1[CH:3]=[CH:4][CH2:5][C@:6]([CH2:8][CH:9]=[O:28])([O:22][CH2:23][CH:24]2[CH2:25][O:26]2)[CH:7]=1. The yield is 0.760. (10) No catalyst specified. The reactants are [F:1][C:2]1[CH:7]=[CH:6][C:5]([C:8]2[N:9]=[C:10]([C:13]([CH3:17])([CH3:16])[CH2:14][NH2:15])[S:11][CH:12]=2)=[CH:4][CH:3]=1.[F:18][C:19]1[CH:20]=[C:21]([CH:25]=[C:26]([C:28]2[N:32]=[C:31]([C:33]([F:36])([F:35])[F:34])[O:30][N:29]=2)[CH:27]=1)[C:22](O)=[O:23]. The yield is 0.320. The product is [F:18][C:19]1[CH:20]=[C:21]([CH:25]=[C:26]([C:28]2[N:32]=[C:31]([C:33]([F:35])([F:34])[F:36])[O:30][N:29]=2)[CH:27]=1)[C:22]([NH:15][CH2:14][C:13]([C:10]1[S:11][CH:12]=[C:8]([C:5]2[CH:4]=[CH:3][C:2]([F:1])=[CH:7][CH:6]=2)[N:9]=1)([CH3:17])[CH3:16])=[O:23].